Dataset: Full USPTO retrosynthesis dataset with 1.9M reactions from patents (1976-2016). Task: Predict the reactants needed to synthesize the given product. (1) The reactants are: [CH2:1]([C:8]1[CH:13]=[CH:12][C:11]2[C:14]3([CH2:29][O:30][C:10]=2[CH:9]=1)[CH2:19][CH2:18][N:17]([CH2:20][CH2:21][C:22]([O:24]C(C)(C)C)=[O:23])[CH2:16][CH2:15]3)[C:2]1[CH:7]=[CH:6][CH:5]=[CH:4][CH:3]=1.O1CCOCC1.[ClH:37]. Given the product [ClH:37].[CH2:1]([C:8]1[CH:13]=[CH:12][C:11]2[C:14]3([CH2:29][O:30][C:10]=2[CH:9]=1)[CH2:19][CH2:18][N:17]([CH2:20][CH2:21][C:22]([OH:24])=[O:23])[CH2:16][CH2:15]3)[C:2]1[CH:3]=[CH:4][CH:5]=[CH:6][CH:7]=1, predict the reactants needed to synthesize it. (2) The reactants are: C1(P(C2C=CC=CC=2)C2C=CC=CC=2)C=CC=CC=1.[Cl:20][C:21]1[CH:26]=[CH:25][CH:24]=[CH:23][C:22]=1[OH:27].N(C(OCC)=O)=NC(OCC)=O.[OH:40][C:41]1[CH:42]=[C:43]([CH:46]=[CH:47][CH:48]=1)[CH2:44]O. Given the product [Cl:20][C:21]1[CH:26]=[CH:25][CH:24]=[CH:23][C:22]=1[O:27][CH2:44][C:43]1[CH:42]=[C:41]([OH:40])[CH:48]=[CH:47][CH:46]=1, predict the reactants needed to synthesize it. (3) The reactants are: C(O/[CH:6]=[CH:7]/[C:8]1[C:13]([F:14])=[CH:12][N:11]=[C:10]([Cl:15])[N:9]=1)CCC.BrN1C(=O)CCC1=O.[NH2:24][C:25]1[CH:30]=[CH:29][CH:28]=[CH:27][N:26]=1. Given the product [Cl:15][C:10]1[N:9]=[C:8]([C:7]2[N:26]3[CH:27]=[CH:28][CH:29]=[CH:30][C:25]3=[N:24][CH:6]=2)[C:13]([F:14])=[CH:12][N:11]=1, predict the reactants needed to synthesize it. (4) Given the product [CH3:22][O:21][C:19](=[O:20])[C:18]1[CH:23]=[CH:24][C:15]([CH2:14][C:7]2[C:6]3[C:10](=[CH:11][CH:12]=[C:4]([N+:1]([O-:3])=[O:2])[CH:5]=3)[NH:9][CH:8]=2)=[C:16]([O:25][CH3:26])[CH:17]=1, predict the reactants needed to synthesize it. The reactants are: [N+:1]([C:4]1[CH:5]=[C:6]2[C:10](=[CH:11][CH:12]=1)[NH:9][CH:8]=[CH:7]2)([O-:3])=[O:2].Br[CH2:14][C:15]1[CH:24]=[CH:23][C:18]([C:19]([O:21][CH3:22])=[O:20])=[CH:17][C:16]=1[O:25][CH3:26]. (5) Given the product [CH:38]1([NH:41][C:24]([C@@H:9]2[CH2:10][C:11](=[N:13][O:14][CH2:15][C:16]3[CH:21]=[CH:20][C:19]([Cl:22])=[C:18]([Cl:23])[CH:17]=3)[CH2:12][N:8]2[C:6]([NH:27][C:30]2[CH:35]=[CH:34][CH:33]=[C:32]([O:36][CH3:37])[CH:31]=2)=[O:7])=[O:26])[CH2:40][CH2:39]1, predict the reactants needed to synthesize it. The reactants are: C(O[C:6]([N:8]1[CH2:12][C:11](=[N:13][O:14][CH2:15][C:16]2[CH:21]=[CH:20][C:19]([Cl:22])=[C:18]([Cl:23])[CH:17]=2)[CH2:10][C@H:9]1[C:24]([OH:26])=O)=[O:7])(C)(C)C.[N:27]([C:30]1[CH:35]=[CH:34][CH:33]=[C:32]([O:36][CH3:37])[CH:31]=1)=C=O.[CH:38]1([NH2:41])[CH2:40][CH2:39]1.